This data is from Reaction yield outcomes from USPTO patents with 853,638 reactions. The task is: Predict the reaction yield, written as a fraction of the theoretical maximum amount of product (1.0 means a 100% yield; for example, 0.34 means a 34% yield). The product is [Br:29][CH2:30][C:31]([CH2:3][CH:2]([CH2:4][CH2:5][CH2:6][C@H:7]([C@@H:9]1[C@:27]2([CH3:28])[C@H:12]([C@H:13]3[C@H:24]([CH2:25][CH2:26]2)[C@:22]2([CH3:23])[C:16]([CH2:17][C@H:18]([CH2:20][CH2:21]2)[OH:19])=[CH:15][CH2:14]3)[CH2:11][CH2:10]1)[CH3:8])[CH3:1])=[O:32]. The reactants are [CH3:1][CH:2]([CH2:4][CH2:5][CH2:6][C@H:7]([C@@H:9]1[C@:27]2([CH3:28])[C@H:12]([C@H:13]3[C@H:24]([CH2:25][CH2:26]2)[C@:22]2([CH3:23])[C:16]([CH2:17][C@H:18]([CH2:20][CH2:21]2)[OH:19])=[CH:15][CH2:14]3)[CH2:11][CH2:10]1)[CH3:8])[CH3:3].[Br:29][CH2:30][C:31](O)=[O:32]. The catalyst is ClCCl.CN(C)C1C=CN=CC=1.CCCCCC.CCOC(C)=O. The yield is 0.730.